From a dataset of Peptide-MHC class I binding affinity with 185,985 pairs from IEDB/IMGT. Regression. Given a peptide amino acid sequence and an MHC pseudo amino acid sequence, predict their binding affinity value. This is MHC class I binding data. (1) The peptide sequence is KLWTSISCA. The MHC is HLA-A03:01 with pseudo-sequence HLA-A03:01. The binding affinity (normalized) is 0.0847. (2) The peptide sequence is YSAEALLPY. The MHC is SLA-10401 with pseudo-sequence SLA-10401. The binding affinity (normalized) is 0.509. (3) The peptide sequence is HAVGAQDVV. The MHC is H-2-Kb with pseudo-sequence H-2-Kb. The binding affinity (normalized) is 0. (4) The peptide sequence is LLGLWGTAAL. The MHC is HLA-A02:01 with pseudo-sequence HLA-A02:01. The binding affinity (normalized) is 0.426.